Dataset: Catalyst prediction with 721,799 reactions and 888 catalyst types from USPTO. Task: Predict which catalyst facilitates the given reaction. (1) Reactant: [C:1]([N:9]1[CH2:13][CH2:12][CH2:11][CH:10]1[C:14]1[CH:23]=[CH:22][CH:21]=[C:20]2[C:15]=1[CH:16]=[CH:17][C:18]([S:24]([N:27](CC1C=CC(OC)=CC=1OC)[C:28]1[S:29][CH:30]=[CH:31][N:32]=1)(=[O:26])=[O:25])=[CH:19]2)(=[O:8])[C:2]1[CH:7]=[CH:6][CH:5]=[CH:4][CH:3]=1.C(O)(C(F)(F)F)=O. Product: [C:1]([N:9]1[CH2:13][CH2:12][CH2:11][CH:10]1[C:14]1[CH:23]=[CH:22][CH:21]=[C:20]2[C:15]=1[CH:16]=[CH:17][C:18]([S:24]([NH:27][C:28]1[S:29][CH:30]=[CH:31][N:32]=1)(=[O:26])=[O:25])=[CH:19]2)(=[O:8])[C:2]1[CH:7]=[CH:6][CH:5]=[CH:4][CH:3]=1. The catalyst class is: 61. (2) Product: [Cl:1][C:2]1[CH:3]=[C:4]([CH2:5][OH:6])[CH:10]=[CH:11][C:12]=1[C:13]1[N:17]=[C:16]([C:18]2[N:19]=[C:20]3[C:25]([Cl:26])=[CH:24][C:23]([C:27]([F:28])([F:30])[F:29])=[CH:22][N:21]3[CH:31]=2)[O:15][N:14]=1. Reactant: [Cl:1][C:2]1[CH:3]=[C:4]([CH:10]=[CH:11][C:12]=1[C:13]1[N:17]=[C:16]([C:18]2[N:19]=[C:20]3[C:25]([Cl:26])=[CH:24][C:23]([C:27]([F:30])([F:29])[F:28])=[CH:22][N:21]3[CH:31]=2)[O:15][N:14]=1)[C:5](OCC)=[O:6].CC(C[AlH]CC(C)C)C. The catalyst class is: 2. (3) Reactant: [CH:1]1([C@H:5]([NH:7][C:8]2[N:16]=[C:15]([C:17]([NH:19][NH2:20])=[O:18])[N:14]=[C:13]3[C:9]=2[N:10]([CH2:21][C@H:22]2[CH2:27][CH2:26][C@H:25]([CH3:28])[CH2:24][CH2:23]2)[CH:11]=[N:12]3)[CH3:6])[CH2:4][CH2:3][CH2:2]1.[CH3:29][NH:30][C:31](=O)[O:32]C1C=CC([N+]([O-])=O)=CC=1.CCN(C(C)C)C(C)C. Product: [CH:1]1([C@H:5]([NH:7][C:8]2[N:16]=[C:15]([C:17]([NH:19][NH:20][C:31]([NH:30][CH3:29])=[O:32])=[O:18])[N:14]=[C:13]3[C:9]=2[N:10]([CH2:21][C@H:22]2[CH2:27][CH2:26][C@H:25]([CH3:28])[CH2:24][CH2:23]2)[CH:11]=[N:12]3)[CH3:6])[CH2:4][CH2:3][CH2:2]1. The catalyst class is: 4. (4) Reactant: [I-].[F:2][C:3]1[CH:16]=[CH:15][C:6]2[N:7]3[C:13]([CH3:14])=[CH:12][S:11][C:8]3=[N+:9]([CH3:10])[C:5]=2[CH:4]=1.[CH3:17][O-:18].[Na+]. Product: [F:2][C:3]1[CH:16]=[CH:15][C:6]2[N:7](/[C:13](/[CH3:14])=[CH:12]\[S:11][CH3:8])[C:17](=[O:18])[N:9]([CH3:10])[C:5]=2[CH:4]=1. The catalyst class is: 5. (5) Reactant: [F:1][C:2]([F:7])([F:6])[C:3]([OH:5])=[O:4].[CH2:8]([CH:10]1[C:15](=[O:16])[NH:14][CH:13]([CH3:17])[CH2:12][N:11]1C(OC(C)(C)C)=O)[CH3:9]. Product: [F:1][C:2]([F:7])([F:6])[C:3]([OH:5])=[O:4].[CH2:8]([CH:10]1[NH:11][CH2:12][CH:13]([CH3:17])[NH:14][C:15]1=[O:16])[CH3:9]. The catalyst class is: 4. (6) Reactant: [OH:1][C:2]1[CH:3]=[C:4]([CH:10]=[CH:11][C:12]=1[OH:13])[C:5]([O:7][CH2:8][CH3:9])=[O:6].C([O-])([O-])=O.[K+].[K+].[CH2:20](Br)[C:21]1[CH:26]=[CH:25][CH:24]=[CH:23][CH:22]=1. Product: [CH2:8]([O:7][C:5](=[O:6])[C:4]1[CH:10]=[CH:11][C:12]([O:13][CH2:20][C:21]2[CH:26]=[CH:25][CH:24]=[CH:23][CH:22]=2)=[C:2]([O:1][CH2:5][C:4]2[CH:10]=[CH:11][CH:12]=[CH:2][CH:3]=2)[CH:3]=1)[CH3:9]. The catalyst class is: 21.